This data is from Reaction yield outcomes from USPTO patents with 853,638 reactions. The task is: Predict the reaction yield, written as a fraction of the theoretical maximum amount of product (1.0 means a 100% yield; for example, 0.34 means a 34% yield). (1) The reactants are C(O)(C(F)(F)F)=O.[F:8][C:9]1[CH:43]=[C:42]([NH:44][C:45]([N:47]2[CH2:51][CH2:50][N:49]([C:52]3[CH:57]=[CH:56][CH:55]=[CH:54][CH:53]=3)[C:48]2=[S:58])=[O:46])[CH:41]=[CH:40][C:10]=1[O:11][C:12]1[CH:17]=[CH:16][N:15]=[C:14]2[CH:18]=[C:19]([C:21]3[N:26]=[CH:25][C:24]([CH2:27][N:28]([CH2:36][CH2:37][O:38][CH3:39])C(=O)OC(C)(C)C)=[CH:23][CH:22]=3)[S:20][C:13]=12. The catalyst is C(Cl)Cl. The product is [F:8][C:9]1[CH:43]=[C:42]([NH:44][C:45]([N:47]2[CH2:51][CH2:50][N:49]([C:52]3[CH:53]=[CH:54][CH:55]=[CH:56][CH:57]=3)[C:48]2=[S:58])=[O:46])[CH:41]=[CH:40][C:10]=1[O:11][C:12]1[CH:17]=[CH:16][N:15]=[C:14]2[CH:18]=[C:19]([C:21]3[CH:22]=[CH:23][C:24]([CH2:27][NH:28][CH2:36][CH2:37][O:38][CH3:39])=[CH:25][N:26]=3)[S:20][C:13]=12. The yield is 0.850. (2) The reactants are CO[C:3](=[O:25])[C:4]1[CH:9]=[CH:8][C:7]([O:10][CH2:11][C:12]2[C:13]([C:18]3[CH:23]=[CH:22][C:21]([Cl:24])=[CH:20][N:19]=3)=[N:14][O:15][C:16]=2[CH3:17])=[N:6][CH:5]=1.COC(=O)C1C=CC(OC[C:37]2[C:38]([C:43]3[CH:48]=CC=CC=3F)=N[O:40][C:41]=2C)=NC=1.[NH2:51]C1CCOCC1. No catalyst specified. The product is [Cl:24][C:21]1[CH:22]=[CH:23][C:18]([C:13]2[C:12]([CH2:11][O:10][C:7]3[CH:8]=[CH:9][C:4]([C:3]([NH2:51])=[O:25])=[C:5]([CH:38]4[CH2:43][CH2:48][O:40][CH2:41][CH2:37]4)[N:6]=3)=[C:16]([CH3:17])[O:15][N:14]=2)=[N:19][CH:20]=1. The yield is 0.470. (3) The reactants are [CH2:1]([O:3][C:4]([N:6]1[CH2:11][CH2:10][CH:9]([C:12]2[C:20]3[C:15](=[CH:16][CH:17]=[CH:18][CH:19]=3)[NH:14][CH:13]=2)[CH2:8][CH2:7]1)=[O:5])[CH3:2].Br[CH2:22][C:23]1[CH:27]=[CH:26][O:25][CH:24]=1. The catalyst is C(OCC)C. The product is [CH2:1]([O:3][C:4]([N:6]1[CH2:11][CH2:10][CH:9]([C:12]2[C:20]3[C:15](=[CH:16][CH:17]=[CH:18][CH:19]=3)[N:14]([CH2:22][C:23]3[CH:27]=[CH:26][O:25][CH:24]=3)[CH:13]=2)[CH2:8][CH2:7]1)=[O:5])[CH3:2]. The yield is 0.990. (4) The reactants are C(O[C:4]([C:6]1[C:14]2[CH2:13][CH2:12][N:11]([C:15]3[CH:20]=[CH:19][C:18]([N:21]4[CH2:26][CH2:25][CH2:24][CH2:23][C:22]4=[O:27])=[CH:17][CH:16]=3)[C:10](=[O:28])[C:9]=2[N:8]([C:29]2[CH:34]=[CH:33][C:32]([O:35][CH3:36])=[CH:31][CH:30]=2)[N:7]=1)=O)C.[Li+].[BH4-].C(Cl)Cl.P(Br)(Br)Br. The catalyst is C1COCC1.CC(O)=O.[Zn]. The product is [CH3:36][O:35][C:32]1[CH:31]=[CH:30][C:29]([N:8]2[C:9]3[C:10](=[O:28])[N:11]([C:15]4[CH:20]=[CH:19][C:18]([N:21]5[CH2:26][CH2:25][CH2:24][CH2:23][C:22]5=[O:27])=[CH:17][CH:16]=4)[CH2:12][CH2:13][C:14]=3[C:6]([CH3:4])=[N:7]2)=[CH:34][CH:33]=1. The yield is 0.580. (5) The reactants are [OH:1][CH2:2][C:3]([CH2:8][OH:9])([CH2:6][OH:7])[CH2:4][OH:5].[C:10]1([S:16](Cl)(=[O:18])=[O:17])[CH:15]=[CH:14][CH:13]=[CH:12][CH:11]=1.Cl. The catalyst is N1C=CC=CC=1. The product is [C:10]1([S:16]([O:1][CH2:2][C:3]([CH2:8][O:9][S:16]([C:10]2[CH:15]=[CH:14][CH:13]=[CH:12][CH:11]=2)(=[O:18])=[O:17])([CH2:6][O:7][S:16]([C:10]2[CH:15]=[CH:14][CH:13]=[CH:12][CH:11]=2)(=[O:18])=[O:17])[CH2:4][O:5][S:16]([C:10]2[CH:15]=[CH:14][CH:13]=[CH:12][CH:11]=2)(=[O:18])=[O:17])(=[O:18])=[O:17])[CH:15]=[CH:14][CH:13]=[CH:12][CH:11]=1. The yield is 0.780.